This data is from Retrosynthesis with 50K atom-mapped reactions and 10 reaction types from USPTO. The task is: Predict the reactants needed to synthesize the given product. (1) Given the product Fc1ccc(-n2nccc2-c2ccc3ncn(-c4ccc(F)cc4F)c3c2)cc1, predict the reactants needed to synthesize it. The reactants are: Fc1ccc(-n2cnc3ccc(Br)cc32)c(F)c1.OB(O)c1ccnn1-c1ccc(F)cc1. (2) Given the product CC(C)Oc1cc(C(C)C)c2c(c1)S(=O)(=O)N(c1c(F)c(F)nc(F)c1F)C2=O, predict the reactants needed to synthesize it. The reactants are: CC(C)O.CC(C)c1cc(O)cc2c1C(=O)N(c1c(F)c(F)nc(F)c1F)S2(=O)=O.